The task is: Regression. Given two drug SMILES strings and cell line genomic features, predict the synergy score measuring deviation from expected non-interaction effect.. This data is from NCI-60 drug combinations with 297,098 pairs across 59 cell lines. (1) Drug 1: CN1C2=C(C=C(C=C2)N(CCCl)CCCl)N=C1CCCC(=O)O.Cl. Drug 2: C1=NC2=C(N=C(N=C2N1C3C(C(C(O3)CO)O)F)Cl)N. Cell line: HOP-92. Synergy scores: CSS=5.06, Synergy_ZIP=-3.48, Synergy_Bliss=-0.133, Synergy_Loewe=-22.2, Synergy_HSA=-2.18. (2) Drug 1: C1=NNC2=C1C(=O)NC=N2. Drug 2: C1CC(=O)NC(=O)C1N2C(=O)C3=CC=CC=C3C2=O. Cell line: OVCAR-5. Synergy scores: CSS=-3.09, Synergy_ZIP=-0.992, Synergy_Bliss=-2.47, Synergy_Loewe=-4.44, Synergy_HSA=-1.60.